This data is from NCI-60 drug combinations with 297,098 pairs across 59 cell lines. The task is: Regression. Given two drug SMILES strings and cell line genomic features, predict the synergy score measuring deviation from expected non-interaction effect. (1) Drug 1: CCCS(=O)(=O)NC1=C(C(=C(C=C1)F)C(=O)C2=CNC3=C2C=C(C=N3)C4=CC=C(C=C4)Cl)F. Drug 2: CN(C)N=NC1=C(NC=N1)C(=O)N. Cell line: KM12. Synergy scores: CSS=-3.60, Synergy_ZIP=-4.92, Synergy_Bliss=-10.3, Synergy_Loewe=-14.3, Synergy_HSA=-13.2. (2) Drug 1: C1CC(=O)NC(=O)C1N2C(=O)C3=CC=CC=C3C2=O. Drug 2: C1CCC(C(C1)N)N.C(=O)(C(=O)[O-])[O-].[Pt+4]. Cell line: TK-10. Synergy scores: CSS=9.98, Synergy_ZIP=-6.99, Synergy_Bliss=-7.44, Synergy_Loewe=-4.71, Synergy_HSA=-2.77. (3) Drug 1: C1=CN(C=N1)CC(O)(P(=O)(O)O)P(=O)(O)O. Drug 2: CC1C(C(CC(O1)OC2CC(CC3=C2C(=C4C(=C3O)C(=O)C5=CC=CC=C5C4=O)O)(C(=O)C)O)N)O. Cell line: MCF7. Synergy scores: CSS=35.7, Synergy_ZIP=0.692, Synergy_Bliss=0.433, Synergy_Loewe=-1.56, Synergy_HSA=1.79. (4) Drug 1: C1=NNC2=C1C(=O)NC=N2. Drug 2: C1C(C(OC1N2C=NC(=NC2=O)N)CO)O. Cell line: EKVX. Synergy scores: CSS=5.62, Synergy_ZIP=3.92, Synergy_Bliss=1.76, Synergy_Loewe=-0.121, Synergy_HSA=0.362. (5) Drug 1: C1=NC(=NC(=O)N1C2C(C(C(O2)CO)O)O)N. Drug 2: CC1C(C(CC(O1)OC2CC(OC(C2O)C)OC3=CC4=CC5=C(C(=O)C(C(C5)C(C(=O)C(C(C)O)O)OC)OC6CC(C(C(O6)C)O)OC7CC(C(C(O7)C)O)OC8CC(C(C(O8)C)O)(C)O)C(=C4C(=C3C)O)O)O)O. Synergy scores: CSS=58.3, Synergy_ZIP=-6.29, Synergy_Bliss=-3.60, Synergy_Loewe=-16.4, Synergy_HSA=-0.929. Cell line: CAKI-1. (6) Drug 1: CCN(CC)CCNC(=O)C1=C(NC(=C1C)C=C2C3=C(C=CC(=C3)F)NC2=O)C. Drug 2: C(=O)(N)NO. Cell line: HCT-15. Synergy scores: CSS=3.21, Synergy_ZIP=2.64, Synergy_Bliss=-5.80, Synergy_Loewe=0.755, Synergy_HSA=-5.74.